This data is from Serine/threonine kinase 33 screen with 319,792 compounds. The task is: Binary Classification. Given a drug SMILES string, predict its activity (active/inactive) in a high-throughput screening assay against a specified biological target. (1) The molecule is s1c2c(CCCC2)c(c1NC1=c2c(=NC1=O)cccc2)C(=O)Nc1ccccc1. The result is 0 (inactive). (2) The molecule is Fc1ccc(C2(NC(=O)N(C2=O)CC(=O)N2CCN(CC2)C(=O)c2occc2)CCCC)cc1. The result is 0 (inactive). (3) The molecule is S(CC(=O)NC1CCCCC1)c1[nH]ncc(=O)n1. The result is 0 (inactive). (4) The compound is Brc1oc(C(=O)NCC(=O)NCC(OCc2ccccc2)=O)cc1. The result is 0 (inactive). (5) The molecule is S1(=O)(=O)CC(N(CC(C)C)C(=O)c2cc(S(=O)(=O)N3CCN(CC3)C)ccc2)CC1. The result is 0 (inactive). (6) The compound is S(c1n(CC)c(nn1)c1sccc1)CC(=O)Nc1n(ncc1C#N)c1ccccc1. The result is 0 (inactive).